Dataset: Catalyst prediction with 721,799 reactions and 888 catalyst types from USPTO. Task: Predict which catalyst facilitates the given reaction. (1) Reactant: [C:1]([C:5]1[CH:9]=[C:8]([NH:10][C:11]([NH:13][C:14]2[C:23]3[C:18](=[CH:19][CH:20]=[CH:21][CH:22]=3)[C:17]([O:24][C:25]3[CH:30]=[CH:29][N:28]=[C:27](Cl)[N:26]=3)=[CH:16][CH:15]=2)=[O:12])[N:7]([C:32]2[CH:37]=[CH:36][CH:35]=[C:34]([CH2:38][P:39]([CH3:42])([CH3:41])=[O:40])[CH:33]=2)[N:6]=1)([CH3:4])([CH3:3])[CH3:2].[NH2:43][C:44]1[CH:45]=[C:46]([CH:58]=[C:59]([C:61]([F:64])([F:63])[F:62])[CH:60]=1)[C:47]([NH:49][CH2:50][CH2:51][N:52]1[CH2:57][CH2:56][O:55][CH2:54][CH2:53]1)=[O:48]. Product: [C:1]([C:5]1[CH:9]=[C:8]([NH:10][C:11](=[O:12])[NH:13][C:14]2[C:23]3[C:18](=[CH:19][CH:20]=[CH:21][CH:22]=3)[C:17]([O:24][C:25]3[CH:30]=[CH:29][N:28]=[C:27]([NH:43][C:44]4[CH:45]=[C:46]([CH:58]=[C:59]([C:61]([F:64])([F:63])[F:62])[CH:60]=4)[C:47]([NH:49][CH2:50][CH2:51][N:52]4[CH2:53][CH2:54][O:55][CH2:56][CH2:57]4)=[O:48])[N:26]=3)=[CH:16][CH:15]=2)[N:7]([C:32]2[CH:37]=[CH:36][CH:35]=[C:34]([CH2:38][P:39]([CH3:42])([CH3:41])=[O:40])[CH:33]=2)[N:6]=1)([CH3:4])([CH3:3])[CH3:2]. The catalyst class is: 118. (2) Reactant: [CH2:1]([NH:3][CH2:4][CH3:5])[CH3:2].Cl[S:7][S:8][S:9][CH2:10][CH2:11][CH2:12][CH2:13][CH2:14][CH2:15][S:16][S:17][S:18]Cl. Product: [CH2:1]([N:3]([S:7][S:8][S:9][CH2:10][CH2:11][CH2:12][CH2:13][CH2:14][CH2:15][S:16][S:17][S:18][N:3]([CH2:4][CH3:5])[CH2:1][CH3:2])[CH2:4][CH3:5])[CH3:2]. The catalyst class is: 26. (3) Reactant: C([O:8][C:9]1[CH:10]=[CH:11][CH:12]=[C:13]2[C:18]=1[N:17]=[C:16]([C:19]1[N:23]3[CH:24]=[CH:25][C:26]([O:28][CH2:29][CH2:30][O:31][CH3:32])=[CH:27][C:22]3=[N:21][CH:20]=1)[CH:15]=[CH:14]2)C1C=CC=CC=1.C([O-])=O.[NH4+].C(O)=O. Product: [CH3:32][O:31][CH2:30][CH2:29][O:28][C:26]1[CH:25]=[CH:24][N:23]2[C:19]([C:16]3[CH:15]=[CH:14][C:13]4[C:18](=[C:9]([OH:8])[CH:10]=[CH:11][CH:12]=4)[N:17]=3)=[CH:20][N:21]=[C:22]2[CH:27]=1. The catalyst class is: 105. (4) Reactant: [OH:1][C:2]1[CH:7]=[CH:6][C:5]([CH2:8][NH:9][C:10](=[O:18])[C:11]2[CH:16]=[CH:15][CH:14]=[N:13][C:12]=2[NH2:17])=[CH:4][CH:3]=1.[F:19][C:20]1[CH:21]=[C:22]([CH:25]=[C:26]([F:28])[CH:27]=1)[CH2:23]Br.C(=O)([O-])[O-].[Cs+].[Cs+].CN(C=O)C. Product: [F:19][C:20]1[CH:21]=[C:22]([CH:25]=[C:26]([F:28])[CH:27]=1)[CH2:23][O:1][C:2]1[CH:3]=[CH:4][C:5]([CH2:8][NH:9][C:10](=[O:18])[C:11]2[CH:16]=[CH:15][CH:14]=[N:13][C:12]=2[NH2:17])=[CH:6][CH:7]=1. The catalyst class is: 6. (5) Reactant: C([O:8][C:9]1[CH:10]=[C:11]([CH2:23][CH2:24][C:25]([N:27]([CH:29]([CH3:31])[CH3:30])[CH3:28])=[O:26])[CH:12]=[CH:13][C:14]=1[N:15]1[CH2:19][C:18](=[O:20])[NH:17][S:16]1(=[O:22])=[O:21])C1C=CC=CC=1. Product: [OH:8][C:9]1[CH:10]=[C:11]([CH2:23][CH2:24][C:25]([N:27]([CH:29]([CH3:31])[CH3:30])[CH3:28])=[O:26])[CH:12]=[CH:13][C:14]=1[N:15]1[CH2:19][C:18](=[O:20])[NH:17][S:16]1(=[O:22])=[O:21]. The catalyst class is: 99. (6) Reactant: N1C=CC=CC=1.[Br:7][C:8]1[CH:13]=[CH:12][N:11]=[C:10]([NH2:14])[CH:9]=1.[CH:15]1([C:18](Cl)=[O:19])[CH2:17][CH2:16]1.O. Product: [Br:7][C:8]1[CH:13]=[CH:12][N:11]=[C:10]([NH:14][C:18]([CH:15]2[CH2:17][CH2:16]2)=[O:19])[CH:9]=1. The catalyst class is: 2. (7) Reactant: [C:1](Cl)(=[O:5])[CH2:2][CH2:3][CH3:4].[CH3:7][NH:8][C:9]1[CH:14]=[CH:13][C:12]([N+:15]([O-:17])=[O:16])=[CH:11][CH:10]=1.C(N(CC)CC)C. Product: [CH3:7][N:8]([C:9]1[CH:10]=[CH:11][C:12]([N+:15]([O-:17])=[O:16])=[CH:13][CH:14]=1)[C:1](=[O:5])[CH2:2][CH2:3][CH3:4]. The catalyst class is: 22.